This data is from Full USPTO retrosynthesis dataset with 1.9M reactions from patents (1976-2016). The task is: Predict the reactants needed to synthesize the given product. (1) Given the product [C:19]([C:22]1[CH:23]=[C:24]([NH:28][C:29](=[S:30])[NH:1][C:2]2[CH:3]=[C:4]([CH:14]=[CH:15][C:16]=2[O:17][CH3:18])[C:5]([NH:7][C:8]2[CH:13]=[CH:12][CH:11]=[CH:10][CH:9]=2)=[O:6])[CH:25]=[CH:26][CH:27]=1)(=[O:21])[CH3:20], predict the reactants needed to synthesize it. The reactants are: [NH2:1][C:2]1[CH:3]=[C:4]([CH:14]=[CH:15][C:16]=1[O:17][CH3:18])[C:5]([NH:7][C:8]1[CH:13]=[CH:12][CH:11]=[CH:10][CH:9]=1)=[O:6].[C:19]([C:22]1[CH:23]=[C:24]([N:28]=[C:29]=[S:30])[CH:25]=[CH:26][CH:27]=1)(=[O:21])[CH3:20]. (2) Given the product [C:1]([O:5][C@@H:6]([C:11]1[C:40]([CH3:41])=[C:39]([CH:42]([OH:44])[CH3:43])[C:38]2=[N:45][C:35]3=[CH:36][N:37]2[C:12]=1[N:13]1[CH2:14][CH2:15][C:16]([CH3:51])([O:17][CH2:18][CH2:19][CH2:20][CH2:21][C@H:22]([CH3:48])[O:23][C:24]2[CH:25]=[CH:26][C:27]([F:47])=[CH:28][C:29]=2[C:30]2[CH:46]=[C:34]3[CH:33]=[CH:32][CH:31]=2)[CH2:49][CH2:50]1)[C:7]([OH:9])=[O:8])([CH3:2])([CH3:3])[CH3:4], predict the reactants needed to synthesize it. The reactants are: [C:1]([O:5][C@@H:6]([C:11]1[C:40]([CH3:41])=[C:39]([CH:42]([OH:44])[CH3:43])[C:38]2=[N:45][C:35]3=[CH:36][N:37]2[C:12]=1[N:13]1[CH2:50][CH2:49][C:16]([CH3:51])([O:17][CH2:18][CH2:19][CH2:20][CH2:21][C@H:22]([CH3:48])[O:23][C:24]2[CH:25]=[CH:26][C:27]([F:47])=[CH:28][C:29]=2[C:30]2[CH:46]=[C:34]3[CH:33]=[CH:32][CH:31]=2)[CH2:15][CH2:14]1)[C:7]([O:9]C)=[O:8])([CH3:4])([CH3:3])[CH3:2].C(O[C@@H](C1C(C)=CC2=NC3=C(Cl)N2C=1N1CCC(C)(OCCCC[C@H](C)OC2C=CC(C)=CC=2C2C=C3C=CC=2)CC1)C(O)=O)(C)(C)C. (3) Given the product [C:34]1([S:40][C:7]2[CH:8]=[C:9]([C:13]34[CH2:20][CH2:19][C:16]([CH2:21][CH2:22][O:23][CH2:24][C:25]([O:27][C:28]([CH3:30])([CH3:31])[CH3:29])=[O:26])([CH2:17][CH2:18]3)[CH2:15][O:14]4)[CH:10]=[CH:11][CH:12]=2)[CH:39]=[CH:38][CH:37]=[CH:36][CH:35]=1, predict the reactants needed to synthesize it. The reactants are: FC(F)(F)S(O[C:7]1[CH:8]=[C:9]([C:13]23[CH2:20][CH2:19][C:16]([CH2:21][CH2:22][O:23][CH2:24][C:25]([O:27][C:28]([CH3:31])([CH3:30])[CH3:29])=[O:26])([CH2:17][CH2:18]2)[CH2:15][O:14]3)[CH:10]=[CH:11][CH:12]=1)(=O)=O.[C:34]1([SH:40])[CH:39]=[CH:38][CH:37]=[CH:36][CH:35]=1.CC1(C)C2C(=C(P(C3C=CC=CC=3)C3C=CC=CC=3)C=CC=2)OC2C(P(C3C=CC=CC=3)C3C=CC=CC=3)=CC=CC1=2.CCN(C(C)C)C(C)C. (4) Given the product [OH:1][C@:2]1([CH2:9][NH:10][C:11]([C:13]2[C:14]3[CH:15]=[CH:16][C:17]([N:39]4[CH2:40][CH2:41][CH:37]([CH:34]([CH3:36])[CH3:35])[C:38]4([CH3:43])[NH2:27])=[N:18][C:19]=3[CH:20]=[CH:21][C:22]=2[Cl:23])=[O:12])[CH2:7][CH2:6][CH2:5][C@@H:4]([CH3:8])[CH2:3]1, predict the reactants needed to synthesize it. The reactants are: [OH:1][C@:2]1([CH2:9][NH:10][C:11]([C:13]2[C:14]3[CH:15]=[CH:16][C:17](Cl)=[N:18][C:19]=3[CH:20]=[CH:21][C:22]=2[Cl:23])=[O:12])[CH2:7][CH2:6][CH2:5][C@@H:4]([CH3:8])[CH2:3]1.CC[N:27](C(C)C)C(C)C.[CH:34]([CH:37]1[CH2:41][CH2:40][N:39](N)[CH:38]1[CH3:43])([CH3:36])[CH3:35].